The task is: Predict the reactants needed to synthesize the given product.. This data is from Full USPTO retrosynthesis dataset with 1.9M reactions from patents (1976-2016). (1) Given the product [CH2:1]([N:4]1[C:12]2[C:7](=[CH:8][C:9]([C:13]([F:16])([F:14])[F:15])=[CH:10][CH:11]=2)[C:6]([NH:17][CH2:18][C:19]([NH:21][CH:22]2[CH2:23][N:24]([CH:36]3[CH2:37][CH2:38][CH:33]([CH:26]4[CH2:31][CH2:30][CH2:29][CH2:28][CH2:27]4)[CH2:34][CH2:35]3)[CH2:25]2)=[O:20])=[N:5]1)[CH:2]=[CH2:3], predict the reactants needed to synthesize it. The reactants are: [CH2:1]([N:4]1[C:12]2[C:7](=[CH:8][C:9]([C:13]([F:16])([F:15])[F:14])=[CH:10][CH:11]=2)[C:6]([NH:17][CH2:18][C:19]([NH:21][CH:22]2[CH2:25][NH:24][CH2:23]2)=[O:20])=[N:5]1)[CH:2]=[CH2:3].[CH:26]1([CH:33]2[CH2:38][CH2:37][CH2:36][CH2:35][CH2:34]2)[CH2:31][CH2:30][C:29](=O)[CH2:28][CH2:27]1. (2) Given the product [CH2:11]([C:18]1([S:38][CH3:37])[C:23](=[O:24])[N:22]([CH3:25])[C:21](=[CH:26][C:27]2[CH:34]=[CH:33][CH:32]=[CH:31][C:28]=2[C:29]#[N:30])[C:20](=[O:35])[N:19]1[CH3:36])[C:12]1[CH:17]=[CH:16][CH:15]=[CH:14][CH:13]=1, predict the reactants needed to synthesize it. The reactants are: C[Si](C)(C)[N-][Si](C)(C)C.[Li+].[CH2:11]([CH:18]1[C:23](=[O:24])[N:22]([CH3:25])[C:21](=[CH:26][C:27]2[CH:34]=[CH:33][CH:32]=[CH:31][C:28]=2[C:29]#[N:30])[C:20](=[O:35])[N:19]1[CH3:36])[C:12]1[CH:17]=[CH:16][CH:15]=[CH:14][CH:13]=1.[CH3:37][S:38]S(C)(=O)=O. (3) Given the product [ClH:30].[C:1]([NH:5][C:6](=[O:7])[C:8]1[CH:29]=[CH:28][CH:27]=[C:10]([CH2:11][N:12]2[C@H:13]([CH3:26])[CH2:14][NH:15][CH2:16][C@@H:17]2[CH3:18])[CH:9]=1)([CH3:4])([CH3:2])[CH3:3], predict the reactants needed to synthesize it. The reactants are: [C:1]([NH:5][C:6]([C:8]1[CH:9]=[C:10]([CH:27]=[CH:28][CH:29]=1)[CH2:11][N:12]1[C@H:17]([CH3:18])[CH2:16][N:15](C(OC(C)(C)C)=O)[CH2:14][C@@H:13]1[CH3:26])=[O:7])([CH3:4])([CH3:3])[CH3:2].[ClH:30]. (4) Given the product [CH2:1]1[C:10]2[C:5](=[CH:6][CH:7]=[C:8]([C:11]3([OH:22])[CH2:16][CH2:15][NH:14][CH2:13][CH2:12]3)[CH:9]=2)[CH2:4][CH2:3][O:2]1, predict the reactants needed to synthesize it. The reactants are: [CH2:1]1[C:10]2[C:5](=[CH:6][CH:7]=[C:8]([C:11]3([OH:22])[CH2:16][CH2:15][N:14](C(OCC)=O)[CH2:13][CH2:12]3)[CH:9]=2)[CH2:4][CH2:3][O:2]1.[OH-].[K+]. (5) Given the product [NH2:1][C@H:2]([C:15]([NH:17][C:18]1[CH:27]=[C:26]2[C:21]([C:22]([CH3:29])=[CH:23][C:24](=[O:28])[O:25]2)=[CH:20][CH:19]=1)=[O:16])[CH2:3][CH2:4][CH2:5][CH2:6][NH:7][C:8]([O:10][C:11]([CH3:12])([CH3:13])[CH3:14])=[O:9], predict the reactants needed to synthesize it. The reactants are: [NH:1](C(OCC1C2C(=CC=CC=2)C2C1=CC=CC=2)=O)[C@H:2]([C:15]([NH:17][C:18]1[CH:27]=[C:26]2[C:21]([C:22]([CH3:29])=[CH:23][C:24](=[O:28])[O:25]2)=[CH:20][CH:19]=1)=[O:16])[CH2:3][CH2:4][CH2:5][CH2:6][NH:7][C:8]([O:10][C:11]([CH3:14])([CH3:13])[CH3:12])=[O:9].C(S)CCCCCCC.C1CCN2C(=NCCC2)CC1. (6) The reactants are: [CH2:1]([O:3][C:4]1[CH:5]=[C:6]([C:10]([CH3:15])([CH3:14])[C:11](=[O:13])[CH3:12])[CH:7]=[CH:8][CH:9]=1)[CH3:2].[I:16]N1C(=O)CCC1=O.FC(F)(F)C(O)=O. Given the product [CH2:1]([O:3][C:4]1[CH:5]=[C:6]([C:10]([CH3:14])([CH3:15])[C:11](=[O:13])[CH3:12])[CH:7]=[CH:8][C:9]=1[I:16])[CH3:2], predict the reactants needed to synthesize it. (7) Given the product [C:35]([NH:2][C@@H:3]1[CH2:8][CH2:7][C@H:6]([NH:9][C:10]([C:12]2[C:16]3[N:17]=[CH:18][N:19]=[C:20]([C:21]4[CH:26]=[CH:25][C:24]([O:27][CH3:28])=[CH:23][C:22]=4[O:29][CH2:30][CH:31]4[CH2:32][CH2:33]4)[C:15]=3[NH:14][C:13]=2[CH3:34])=[O:11])[CH2:5][CH2:4]1)(=[O:37])[CH3:36], predict the reactants needed to synthesize it. The reactants are: Cl.[NH2:2][C@@H:3]1[CH2:8][CH2:7][C@H:6]([NH:9][C:10]([C:12]2[C:16]3[N:17]=[CH:18][N:19]=[C:20]([C:21]4[CH:26]=[CH:25][C:24]([O:27][CH3:28])=[CH:23][C:22]=4[O:29][CH2:30][CH:31]4[CH2:33][CH2:32]4)[C:15]=3[NH:14][C:13]=2[CH3:34])=[O:11])[CH2:5][CH2:4]1.[C:35](Cl)(=[O:37])[CH3:36]. (8) Given the product [Cl:1][C:2]1[CH:3]=[C:4]([C:8]2[C:9]([O:24][CH3:25])=[N:10][CH:11]=[C:12]([CH2:14][N:15]3[CH:19]=[CH:18][N:17]=[N:16]3)[CH:13]=2)[CH:5]=[CH:6][CH:7]=1, predict the reactants needed to synthesize it. The reactants are: [Cl:1][C:2]1[CH:3]=[C:4]([C:8]2[C:9]([O:24][CH3:25])=[N:10][CH:11]=[C:12]([CH2:14][N:15]3[CH:19]=[C:18]([Si](C)(C)C)[N:17]=[N:16]3)[CH:13]=2)[CH:5]=[CH:6][CH:7]=1.N(CC1C=C(C2C=CC=C(Cl)C=2)C(OC)=NC=1)=[N+]=[N-].C([Si](C)(C)C)#C.CCN(C(C)C)C(C)C. (9) Given the product [C:1]([C:3]1[C:4]([N:22]2[CH2:23][CH2:24][CH:25]([C:28]([OH:30])=[O:29])[CH2:26][CH2:27]2)=[N:5][C:6]([CH2:14][N:15]2[CH2:20][CH2:19][CH2:18][CH2:17][C:16]2=[O:21])=[C:7]([C:9]([CH:11]2[CH2:13][CH2:12]2)=[O:10])[CH:8]=1)#[N:2], predict the reactants needed to synthesize it. The reactants are: [C:1]([C:3]1[C:4]([N:22]2[CH2:27][CH2:26][CH:25]([C:28]([O:30]C(C)(C)C)=[O:29])[CH2:24][CH2:23]2)=[N:5][C:6]([CH2:14][N:15]2[CH2:20][CH2:19][CH2:18][CH2:17][C:16]2=[O:21])=[C:7]([C:9]([CH:11]2[CH2:13][CH2:12]2)=[O:10])[CH:8]=1)#[N:2].